From a dataset of Full USPTO retrosynthesis dataset with 1.9M reactions from patents (1976-2016). Predict the reactants needed to synthesize the given product. The reactants are: [F:1][C:2]1[CH:3]=[C:4]([CH:32]=[CH:33][C:34]=1[F:35])[CH2:5][O:6][C:7]1[N:12]=[C:11](S(C)(=O)=O)[C:10]([C:17]2[CH:22]=[CH:21][C:20]([Cl:23])=[CH:19][CH:18]=2)=[C:9]([C:24]2[CH:29]=[CH:28][C:27]([Cl:30])=[CH:26][C:25]=2[Cl:31])[N:8]=1.[CH2:36]([NH:38][CH2:39][CH3:40])[CH3:37]. Given the product [F:1][C:2]1[CH:3]=[C:4]([CH:32]=[CH:33][C:34]=1[F:35])[CH2:5][O:6][C:7]1[N:12]=[C:11]([N:38]([CH2:39][CH3:40])[CH2:36][CH3:37])[C:10]([C:17]2[CH:22]=[CH:21][C:20]([Cl:23])=[CH:19][CH:18]=2)=[C:9]([C:24]2[CH:29]=[CH:28][C:27]([Cl:30])=[CH:26][C:25]=2[Cl:31])[N:8]=1, predict the reactants needed to synthesize it.